Dataset: Retrosynthesis with 50K atom-mapped reactions and 10 reaction types from USPTO. Task: Predict the reactants needed to synthesize the given product. (1) Given the product N#Cc1ccc(F)c(Cc2cccc(Br)n2)c1, predict the reactants needed to synthesize it. The reactants are: Brc1cccc(Br)n1.N#Cc1ccc(F)c(CBr)c1. (2) Given the product COC12CCC(CC1)CC2, predict the reactants needed to synthesize it. The reactants are: COC12CCC(CC1)CC2=O. (3) Given the product CS(=O)(=O)c1ccc2nc(-c3cccc(C(F)(F)F)c3)c(CN3CCC(N4CCC(F)(F)C4)CC3)c(C(=O)O)c2c1, predict the reactants needed to synthesize it. The reactants are: COC(=O)c1c(CN2CCC(N3CCC(F)(F)C3)CC2)c(-c2cccc(C(F)(F)F)c2)nc2ccc(S(C)(=O)=O)cc12. (4) Given the product CC(=O)c1cccc(O[C@@H](CCCl)c2ccccc2)c1, predict the reactants needed to synthesize it. The reactants are: CC(=O)c1cccc(O)c1.O[C@H](CCCl)c1ccccc1.